From a dataset of Reaction yield outcomes from USPTO patents with 853,638 reactions. Predict the reaction yield, written as a fraction of the theoretical maximum amount of product (1.0 means a 100% yield; for example, 0.34 means a 34% yield). (1) The reactants are [N:1]1([C:6]([O:8][C@H:9]2[CH2:14][C@H:13]([C:15]([NH:17][OH:18])=[O:16])[C@@H:12]([C:19]([N:21]3[CH2:26][CH:25]=[C:24]([C:27]4[CH:32]=[CH:31][CH:30]=[CH:29][CH:28]=4)[CH2:23][CH2:22]3)=[O:20])[N:11]([CH3:33])[CH2:10]2)=[O:7])[CH2:5][CH2:4][CH2:3][CH2:2]1.[H][H]. The catalyst is CO.[Pd].[O-]S([O-])(=O)=O.[Ba+2]. The product is [N:1]1([C:6]([O:8][C@H:9]2[CH2:14][C@H:13]([C:15]([NH:17][OH:18])=[O:16])[C@@H:12]([C:19]([N:21]3[CH2:26][CH2:25][CH:24]([C:27]4[CH:32]=[CH:31][CH:30]=[CH:29][CH:28]=4)[CH2:23][CH2:22]3)=[O:20])[N:11]([CH3:33])[CH2:10]2)=[O:7])[CH2:5][CH2:4][CH2:3][CH2:2]1. The yield is 1.00. (2) The catalyst is C1COCC1.C(#N)C.C1C=CC([PH+]([C]2[CH][CH][CH][CH]2)C2C=CC=CC=2)=CC=1.C1C=CC([PH+]([C]2[CH][CH][CH][CH]2)C2C=CC=CC=2)=CC=1.C(Cl)Cl.Cl[Pd]Cl.[Fe]. The reactants are [Cl:1][C:2]1[C:7](B2OC(C)(C)C(C)(C)O2)=[CH:6][N:5]=[C:4]2[N:17]([CH2:27][O:28][CH2:29][CH2:30][Si:31]([CH3:34])([CH3:33])[CH3:32])[CH:18]=[C:19]([C:20]3[CH:25]=[CH:24][CH:23]=[CH:22][C:21]=3[F:26])[C:3]=12.[F:35][C:36]1[C:37]([CH2:42][OH:43])=[N:38][CH:39]=[CH:40][CH:41]=1. The product is [Cl:1][C:2]1[C:7]([C:7]2[CH:2]=[C:3]([CH:42]([C:37]3[C:36]([F:35])=[CH:41][CH:40]=[CH:39][N:38]=3)[OH:43])[CH:4]=[N:5][CH:6]=2)=[CH:6][N:5]=[C:4]2[N:17]([CH2:27][O:28][CH2:29][CH2:30][Si:31]([CH3:34])([CH3:32])[CH3:33])[CH:18]=[C:19]([C:20]3[CH:25]=[CH:24][CH:23]=[CH:22][C:21]=3[F:26])[C:3]=12. The yield is 0.880. (3) The reactants are Br[C:2]1[S:6][C:5]([CH2:7][N:8]([CH3:16])[C:9](=[O:15])[O:10][C:11]([CH3:14])([CH3:13])[CH3:12])=[N:4][C:3]=1[C:17]1[CH:22]=[CH:21][CH:20]=[CH:19][C:18]=1[F:23].[CH3:24][O:25][C:26]1[CH:27]=[C:28]([SH:32])[CH:29]=[CH:30][CH:31]=1.C(N(C(C)C)C(C)C)C.C(=O)([O-])O.[Na+]. The catalyst is C1(C)C=CC=CC=1.C1C=CC(/C=C/C(/C=C/C2C=CC=CC=2)=O)=CC=1.C1C=CC(/C=C/C(/C=C/C2C=CC=CC=2)=O)=CC=1.C1C=CC(/C=C/C(/C=C/C2C=CC=CC=2)=O)=CC=1.[Pd].[Pd]. The product is [F:23][C:18]1[CH:19]=[CH:20][CH:21]=[CH:22][C:17]=1[C:3]1[N:4]=[C:5]([CH2:7][N:8]([CH3:16])[C:9](=[O:15])[O:10][C:11]([CH3:14])([CH3:13])[CH3:12])[S:6][C:2]=1[S:32][C:28]1[CH:29]=[CH:30][CH:31]=[C:26]([O:25][CH3:24])[CH:27]=1. The yield is 0.910. (4) The reactants are [O:1]=[C:2]1[C:15]2[C:10](=[CH:11][CH:12]=[CH:13][CH:14]=2)[C:9]2[CH:8]=[C:7]([C:16]#[N:17])[CH:6]=[CH:5][C:4]=2[NH:3]1.[H-].[Na+].[H][H].[CH2:22](Br)[C:23]1[CH:28]=[CH:27][CH:26]=[CH:25][CH:24]=1. The catalyst is CN(C=O)C.O. The product is [CH2:22]([N:3]1[C:2](=[O:1])[C:15]2[C:10](=[CH:11][CH:12]=[CH:13][CH:14]=2)[C:9]2[CH:8]=[C:7]([C:16]#[N:17])[CH:6]=[CH:5][C:4]1=2)[C:23]1[CH:28]=[CH:27][CH:26]=[CH:25][CH:24]=1. The yield is 0.480. (5) The reactants are Cl[C:2]1[N:7]=[C:6]2[NH:8][N:9]=[C:10]([C:11]3[CH:16]=[CH:15][CH:14]=[CH:13][C:12]=3[O:17][CH3:18])[C:5]2=[CH:4][N:3]=1.[CH3:19][N:20]([CH3:25])[CH2:21][CH2:22][CH2:23][NH2:24]. No catalyst specified. The product is [CH3:18][O:17][C:12]1[CH:13]=[CH:14][CH:15]=[CH:16][C:11]=1[C:10]1[C:5]2[C:6](=[N:7][C:2]([NH:24][CH2:23][CH2:22][CH2:21][N:20]([CH3:25])[CH3:19])=[N:3][CH:4]=2)[NH:8][N:9]=1. The yield is 0.120. (6) The reactants are [I:1][C:2]1[C:3]([CH2:11][NH:12]C(=O)C)=[CH:4][C:5]2[O:9][CH2:8][O:7][C:6]=2[CH:10]=1. The catalyst is Cl. The product is [I:1][C:2]1[C:3]([CH2:11][NH2:12])=[CH:4][C:5]2[O:9][CH2:8][O:7][C:6]=2[CH:10]=1. The yield is 0.850. (7) The reactants are [OH:1][C:2]1[C:3](=[O:16])[CH:4]=[C:5]([CH2:8][O:9][CH:10]2[CH2:15][CH2:14][CH2:13][CH2:12][O:11]2)[O:6][CH:7]=1.[C:17]([O-])([O-])=O.[Cs+].[Cs+].BrC[CH2:25][CH2:26][CH2:27][CH2:28][CH2:29][Br:30]. The catalyst is CN(C=O)C. The product is [Br:30][CH:29]([CH3:17])[CH2:28][CH2:27][CH2:26][CH2:25][O:1][C:2]1[C:3](=[O:16])[CH:4]=[C:5]([CH2:8][O:9][CH:10]2[CH2:15][CH2:14][CH2:13][CH2:12][O:11]2)[O:6][CH:7]=1. The yield is 0.520.